From a dataset of NCI-60 drug combinations with 297,098 pairs across 59 cell lines. Regression. Given two drug SMILES strings and cell line genomic features, predict the synergy score measuring deviation from expected non-interaction effect. (1) Drug 1: C1CN(CCN1C(=O)CCBr)C(=O)CCBr. Drug 2: C(CCl)NC(=O)N(CCCl)N=O. Cell line: U251. Synergy scores: CSS=30.2, Synergy_ZIP=-0.555, Synergy_Bliss=4.14, Synergy_Loewe=-5.03, Synergy_HSA=0.122. (2) Drug 1: C1=CC(=C2C(=C1NCCNCCO)C(=O)C3=C(C=CC(=C3C2=O)O)O)NCCNCCO. Drug 2: CCCCCOC(=O)NC1=NC(=O)N(C=C1F)C2C(C(C(O2)C)O)O. Cell line: SNB-75. Synergy scores: CSS=54.2, Synergy_ZIP=-2.46, Synergy_Bliss=-0.352, Synergy_Loewe=-69.1, Synergy_HSA=0.406. (3) Drug 1: CS(=O)(=O)CCNCC1=CC=C(O1)C2=CC3=C(C=C2)N=CN=C3NC4=CC(=C(C=C4)OCC5=CC(=CC=C5)F)Cl. Drug 2: CC12CCC3C(C1CCC2OP(=O)(O)O)CCC4=C3C=CC(=C4)OC(=O)N(CCCl)CCCl.[Na+]. Cell line: HOP-92. Synergy scores: CSS=9.23, Synergy_ZIP=-2.82, Synergy_Bliss=-0.884, Synergy_Loewe=-2.38, Synergy_HSA=-0.240. (4) Drug 1: CC1OCC2C(O1)C(C(C(O2)OC3C4COC(=O)C4C(C5=CC6=C(C=C35)OCO6)C7=CC(=C(C(=C7)OC)O)OC)O)O. Synergy scores: CSS=10.0, Synergy_ZIP=-4.61, Synergy_Bliss=-2.23, Synergy_Loewe=-2.75, Synergy_HSA=-2.03. Drug 2: CNC(=O)C1=NC=CC(=C1)OC2=CC=C(C=C2)NC(=O)NC3=CC(=C(C=C3)Cl)C(F)(F)F. Cell line: SNB-75. (5) Drug 1: CN(CCCl)CCCl.Cl. Drug 2: C1=NNC2=C1C(=O)NC=N2. Cell line: BT-549. Synergy scores: CSS=12.9, Synergy_ZIP=-5.75, Synergy_Bliss=-0.833, Synergy_Loewe=-0.959, Synergy_HSA=-0.697. (6) Drug 1: C1=CC(=CC=C1CC(C(=O)O)N)N(CCCl)CCCl.Cl. Drug 2: CC=C1C(=O)NC(C(=O)OC2CC(=O)NC(C(=O)NC(CSSCCC=C2)C(=O)N1)C(C)C)C(C)C. Cell line: NCI-H322M. Synergy scores: CSS=51.5, Synergy_ZIP=9.52, Synergy_Bliss=8.25, Synergy_Loewe=-33.8, Synergy_HSA=5.16. (7) Drug 1: CC1=C2C(C(=O)C3(C(CC4C(C3C(C(C2(C)C)(CC1OC(=O)C(C(C5=CC=CC=C5)NC(=O)OC(C)(C)C)O)O)OC(=O)C6=CC=CC=C6)(CO4)OC(=O)C)O)C)O. Drug 2: CC1C(C(CC(O1)OC2CC(CC3=C2C(=C4C(=C3O)C(=O)C5=CC=CC=C5C4=O)O)(C(=O)C)O)N)O. Cell line: OVCAR-4. Synergy scores: CSS=31.3, Synergy_ZIP=0.173, Synergy_Bliss=4.36, Synergy_Loewe=6.28, Synergy_HSA=7.01. (8) Drug 1: CC12CCC(CC1=CCC3C2CCC4(C3CC=C4C5=CN=CC=C5)C)O. Drug 2: CN(CCCl)CCCl.Cl. Cell line: NCI-H226. Synergy scores: CSS=-0.278, Synergy_ZIP=-0.379, Synergy_Bliss=-0.906, Synergy_Loewe=-4.94, Synergy_HSA=-4.66.